Dataset: Reaction yield outcomes from USPTO patents with 853,638 reactions. Task: Predict the reaction yield, written as a fraction of the theoretical maximum amount of product (1.0 means a 100% yield; for example, 0.34 means a 34% yield). (1) The reactants are C(OC([NH:8][C:9]1[CH:14]=[CH:13][C:12]([NH:15][C:16]2[C:21]([Cl:22])=[CH:20][N:19]=[C:18](Cl)[N:17]=2)=[CH:11][C:10]=1[CH2:24][CH2:25][C:26]1[CH:27]=[C:28]([NH:32]C(=O)OC(C)(C)C)[CH:29]=[CH:30][CH:31]=1)=O)(C)(C)C.[ClH:40].O1CCOCC1. The catalyst is C(#N)C.O.CC(O)CC. The product is [ClH:22].[ClH:40].[Cl:22][C:21]1[CH:20]=[N:19][C:18]2[NH:32][C:28]3[CH:29]=[CH:30][CH:31]=[C:26]([CH:27]=3)[CH2:25][CH2:24][C:10]3[CH:11]=[C:12]([NH:15][C:16]=1[N:17]=2)[CH:13]=[CH:14][C:9]=3[NH2:8]. The yield is 0.840. (2) The reactants are [C:1]([O:4][CH2:5][C:6]1[CH:7]=[C:8]([F:25])[C:9]([CH:13](O)[C:14]2[CH:19]=[CH:18][C:17]([O:20][CH2:21][CH2:22][CH3:23])=[CH:16][CH:15]=2)=[C:10]([OH:12])[CH:11]=1)(=[O:3])[CH3:2].C([SiH](CC)CC)C.C(=O)([O-])O.[Na+].C(OCC)(=O)C. The catalyst is C(#N)C. The product is [C:1]([O:4][CH2:5][C:6]1[CH:7]=[C:8]([F:25])[C:9]([CH2:13][C:14]2[CH:19]=[CH:18][C:17]([O:20][CH2:21][CH2:22][CH3:23])=[CH:16][CH:15]=2)=[C:10]([OH:12])[CH:11]=1)(=[O:3])[CH3:2]. The yield is 0.870.